From a dataset of Catalyst prediction with 721,799 reactions and 888 catalyst types from USPTO. Predict which catalyst facilitates the given reaction. Reactant: [C:1]([O:5][CH:6]([C:10]1[N:15]([CH3:16])[C:14](=[O:17])[C:13]2[NH:18][CH:19]=[CH:20][C:12]=2[C:11]=1[C:21]1[C:22]([CH3:31])=[C:23]2[C:28](=[CH:29][CH:30]=1)[O:27][CH2:26][CH2:25][CH2:24]2)[C:7]([OH:9])=[O:8])([CH3:4])([CH3:3])[CH3:2].Br[CH2:33][C:34]1[CH:39]=[CH:38][CH:37]=[CH:36][N:35]=1.CCN(C(C)C)C(C)C. Product: [C:1]([O:5][CH:6]([C:10]1[N:15]([CH3:16])[C:14](=[O:17])[C:13]2[N:18]([CH2:33][C:34]3[CH:39]=[CH:38][CH:37]=[CH:36][N:35]=3)[CH:19]=[CH:20][C:12]=2[C:11]=1[C:21]1[C:22]([CH3:31])=[C:23]2[C:28](=[CH:29][CH:30]=1)[O:27][CH2:26][CH2:25][CH2:24]2)[C:7]([OH:9])=[O:8])([CH3:4])([CH3:3])[CH3:2]. The catalyst class is: 144.